Dataset: Full USPTO retrosynthesis dataset with 1.9M reactions from patents (1976-2016). Task: Predict the reactants needed to synthesize the given product. (1) Given the product [Br:11][CH2:8][CH2:7][C:3]1[CH:2]=[N:1][CH:6]=[CH:5][CH:4]=1, predict the reactants needed to synthesize it. The reactants are: [N:1]1[CH:6]=[CH:5][CH:4]=[C:3]([CH2:7][CH2:8]O)[CH:2]=1.C(Br)(Br)(Br)[Br:11].C1C=CC(P(C2C=CC=CC=2)C2C=CC=CC=2)=CC=1. (2) Given the product [CH2:42]([O:49][C:50]1[CH:55]=[C:54]([CH:53]=[C:52]([O:57][CH2:58][C:59]2[CH:64]=[CH:63][CH:62]=[CH:61][CH:60]=2)[CH:51]=1)[O:1][CH2:2][C@@H:3]1[C@:12]2([CH3:13])[C@H:7]([C:8]([CH3:15])([CH3:14])[CH2:9][CH2:10][CH2:11]2)[CH2:6][CH2:5][C@@:4]1([CH3:17])[OH:16])[C:43]1[CH:44]=[CH:45][CH:46]=[CH:47][CH:48]=1, predict the reactants needed to synthesize it. The reactants are: [OH:1][CH2:2][C@@H:3]1[C@:12]2([CH3:13])[C@H:7]([C:8]([CH3:15])([CH3:14])[CH2:9][CH2:10][CH2:11]2)[CH2:6][CH2:5][C@@:4]1([CH3:17])[OH:16].CC1C=NC2C(C=1C)=CC=C1C=2N=CC(C)=C1C.C([O-])([O-])=O.[Cs+].[Cs+].[CH2:42]([O:49][C:50]1[CH:55]=[C:54](I)[CH:53]=[C:52]([O:57][CH2:58][C:59]2[CH:64]=[CH:63][CH:62]=[CH:61][CH:60]=2)[CH:51]=1)[C:43]1[CH:48]=[CH:47][CH:46]=[CH:45][CH:44]=1.